Task: Predict the reactants needed to synthesize the given product.. Dataset: Full USPTO retrosynthesis dataset with 1.9M reactions from patents (1976-2016) (1) Given the product [NH2:56][C:52]1[N:51]=[C:50]([C:57]2[CH:58]=[N:59][CH:60]=[CH:61][CH:62]=2)[C:49]([C:48]2[CH:47]=[CH:46][N:45]=[CH:44][C:43]=2[F:42])=[CH:54][C:53]=1[NH:55][C:6]([C:3]1[N:4]=[CH:5][NH:1][N:2]=1)=[O:8], predict the reactants needed to synthesize it. The reactants are: [NH:1]1[CH:5]=[N:4][C:3]([C:6]([OH:8])=O)=[N:2]1.F[P-](F)(F)(F)(F)F.CN(C(=[N+](C)C)ON1C2=NC=CC=C2N=N1)C.C(N(C(C)C)C(C)C)C.[F:42][C:43]1[CH:44]=[N:45][CH:46]=[CH:47][C:48]=1[C:49]1[C:50]([C:57]2[CH:58]=[N:59][CH:60]=[CH:61][CH:62]=2)=[N:51][C:52]([NH2:56])=[C:53]([NH2:55])[CH:54]=1. (2) Given the product [F:31][C:32]1[CH:33]=[C:34]([C:2]2[C:11]3[C:6](=[C:7]([C:14]#[N:15])[CH:8]=[C:9]([O:12][CH3:13])[CH:10]=3)[C:5](=[O:16])[N:4]([C:17]3[CH:22]=[CH:21][C:20]([O:23][CH3:24])=[CH:19][CH:18]=3)[CH:3]=2)[CH:35]=[CH:36][C:37]=1[C:38]([F:39])([F:40])[F:41], predict the reactants needed to synthesize it. The reactants are: Br[C:2]1[C:11]2[C:6](=[C:7]([C:14]#[N:15])[CH:8]=[C:9]([O:12][CH3:13])[CH:10]=2)[C:5](=[O:16])[N:4]([C:17]2[CH:22]=[CH:21][C:20]([O:23][CH3:24])=[CH:19][CH:18]=2)[CH:3]=1.C(=O)([O-])[O-].[Cs+].[Cs+].[F:31][C:32]1[CH:33]=[C:34](B2OC(C)(C)C(C)(C)O2)[CH:35]=[CH:36][C:37]=1[C:38]([F:41])([F:40])[F:39]. (3) Given the product [Cl:1][C:2]1[CH:3]=[C:4]([C@@H:8]([OH:29])[CH2:9][N:10]([CH2:11][CH2:12][C:13]2[CH:18]=[CH:17][C:16]([S:19]([C:22]3[CH:23]=[CH:24][C:25]([OH:28])=[CH:26][CH:27]=3)(=[O:20])=[O:21])=[CH:15][CH:14]=2)[C:30](=[O:31])[O:32][C:33]([CH3:36])([CH3:35])[CH3:34])[CH:5]=[CH:6][CH:7]=1, predict the reactants needed to synthesize it. The reactants are: [Cl:1][C:2]1[CH:3]=[C:4]([C@@H:8]([OH:29])[CH2:9][NH:10][CH2:11][CH2:12][C:13]2[CH:18]=[CH:17][C:16]([S:19]([C:22]3[CH:27]=[CH:26][C:25]([OH:28])=[CH:24][CH:23]=3)(=[O:21])=[O:20])=[CH:15][CH:14]=2)[CH:5]=[CH:6][CH:7]=1.[C:30](O[C:30]([O:32][C:33]([CH3:36])([CH3:35])[CH3:34])=[O:31])([O:32][C:33]([CH3:36])([CH3:35])[CH3:34])=[O:31].O. (4) Given the product [Cl:19][C:20]1[CH:25]=[CH:24][C:23]([C:26]2[C:31]([F:32])=[CH:30][N:29]([CH2:33][CH2:34][C@@:35]([CH3:43])([S:39]([CH3:42])(=[O:41])=[O:40])[C:36]([NH:53][O:52][CH:47]3[CH2:48][CH2:49][CH2:50][CH2:51][O:46]3)=[O:37])[C:28](=[O:44])[CH:27]=2)=[C:22]([F:45])[CH:21]=1, predict the reactants needed to synthesize it. The reactants are: CN1CCOCC1.ClC1N=C(OC)N=C(OC)N=1.[Cl:19][C:20]1[CH:25]=[CH:24][C:23]([C:26]2[C:31]([F:32])=[CH:30][N:29]([CH2:33][CH2:34][C@@:35]([CH3:43])([S:39]([CH3:42])(=[O:41])=[O:40])[C:36](O)=[O:37])[C:28](=[O:44])[CH:27]=2)=[C:22]([F:45])[CH:21]=1.[O:46]1[CH2:51][CH2:50][CH2:49][CH2:48][CH:47]1[O:52][NH2:53]. (5) Given the product [CH:1]([NH:4][C:5]1[C:10]([C:11]([Cl:18])=[O:12])=[CH:9][N:8]=[C:7]([S:14][CH3:15])[N:6]=1)([CH3:3])[CH3:2], predict the reactants needed to synthesize it. The reactants are: [CH:1]([NH:4][C:5]1[C:10]([C:11](O)=[O:12])=[CH:9][N:8]=[C:7]([S:14][CH3:15])[N:6]=1)([CH3:3])[CH3:2].S(Cl)([Cl:18])=O. (6) Given the product [CH3:18][C:12]1[Se:11][C:10]([C:7]2[CH:6]=[CH:5][C:4]([O:3][C:2]([F:1])([F:15])[F:16])=[CH:9][CH:8]=2)=[CH:14][CH:13]=1, predict the reactants needed to synthesize it. The reactants are: [F:1][C:2]([F:16])([F:15])[O:3][C:4]1[CH:9]=[CH:8][C:7]([C:10]2[Se:11][CH:12]=[CH:13][CH:14]=2)=[CH:6][CH:5]=1.[Li][CH2:18]CCC.CI.[Cl-].[NH4+].N. (7) Given the product [F:17][C:18]1[CH:19]=[C:20]([CH:21]=[C:22]([N+:24]([O-:26])=[O:25])[CH:23]=1)[O:1][C:2]1[CH:3]=[CH:4][C:5]2[N:6]([N:8]=[C:9]([NH:11][C:12]([CH:14]3[CH2:15][CH2:16]3)=[O:13])[N:10]=2)[CH:7]=1, predict the reactants needed to synthesize it. The reactants are: [OH:1][C:2]1[CH:3]=[CH:4][C:5]2[N:6]([N:8]=[C:9]([NH:11][C:12]([CH:14]3[CH2:16][CH2:15]3)=[O:13])[N:10]=2)[CH:7]=1.[F:17][C:18]1[CH:23]=[C:22]([N+:24]([O-:26])=[O:25])[CH:21]=[C:20](F)[CH:19]=1.C(=O)([O-])[O-].[K+].[K+].CN(C)C=O. (8) The reactants are: [Cl:1][C:2]1[CH:3]=[CH:4][C:5]([O:17]C)=[C:6]([C:8]2[N:13]3[CH:14]=[CH:15][N:16]=[C:12]3[CH:11]=[CH:10][CH:9]=2)[CH:7]=1.B(Br)(Br)Br.C(=O)([O-])[O-].[Na+].[Na+]. Given the product [Cl:1][C:2]1[CH:3]=[CH:4][C:5]([OH:17])=[C:6]([C:8]2[N:13]3[CH:14]=[CH:15][N:16]=[C:12]3[CH:11]=[CH:10][CH:9]=2)[CH:7]=1, predict the reactants needed to synthesize it. (9) The reactants are: [H-].[K+].[N:3]1[C:12]2[C:7](=[CH:8][CH:9]=[CH:10][C:11]=2[CH:13]2[C:21]3[C:16](=[CH:17][CH:18]=[CH:19][CH:20]=3)[CH:15]=[CH:14]2)[CH:6]=[CH:5][CH:4]=1.[Cl-:22].[Cr+3:23].[Cl-].[Cl-]. Given the product [Cl-:22].[Cl-:22].[N:3]1[C:12]2[C:7](=[CH:8][CH:9]=[CH:10][C:11]=2[CH:13]2[C:21]3[C:16](=[CH:17][CH:18]=[CH:19][CH:20]=3)[CH:15]=[C:14]2[Cr+2:23])[CH:6]=[CH:5][CH:4]=1, predict the reactants needed to synthesize it. (10) The reactants are: [C:1]([OH:5])(=O)[CH:2]=[CH2:3].CN1CCOCC1.ClC(OCC(C)C)=O.[C:21]([O:25][C:26](=[O:35])[NH:27][C:28]1[CH:33]=[CH:32][CH:31]=[CH:30][C:29]=1[NH2:34])([CH3:24])([CH3:23])[CH3:22]. Given the product [C:21]([O:25][C:26](=[O:35])[NH:27][C:28]1[CH:33]=[CH:32][CH:31]=[CH:30][C:29]=1[NH:34][C:1](=[O:5])[CH:2]=[CH2:3])([CH3:24])([CH3:22])[CH3:23], predict the reactants needed to synthesize it.